From a dataset of Catalyst prediction with 721,799 reactions and 888 catalyst types from USPTO. Predict which catalyst facilitates the given reaction. (1) Product: [Cl:1][C:2]1[CH:3]=[C:4]([NH:9][CH2:10][CH2:11][C:12]2[CH:17]=[CH:16][CH:15]=[C:14]([O:18][CH2:19][C:20]3[CH:21]=[CH:22][CH:23]=[CH:24][CH:25]=3)[CH:13]=2)[CH:5]=[CH:6][C:7]=1[Cl:8]. The catalyst class is: 20. Reactant: [Cl:1][C:2]1[CH:3]=[C:4]([NH:9][C:10](=O)[CH2:11][C:12]2[CH:17]=[CH:16][CH:15]=[C:14]([O:18][CH2:19][C:20]3[CH:25]=[CH:24][CH:23]=[CH:22][CH:21]=3)[CH:13]=2)[CH:5]=[CH:6][C:7]=1[Cl:8].Cl.[OH-].[K+]. (2) Reactant: [CH2:1]([CH:3]([CH2:6][CH3:7])[CH:4]=[O:5])[CH3:2].[CH3:8][C:9](=[CH2:13])[CH2:10][CH2:11]O.O.[O-2].[O-2].[O-2].[O:18]=[Si]=O.O=[Si]=O.O=[Si]=O.O=[Si]=O.[Al+3].[Al+3]. Product: [CH2:1]([CH:3]([CH:4]1[CH2:8][C:9]([CH3:13])([OH:18])[CH2:10][CH2:11][O:5]1)[CH2:6][CH3:7])[CH3:2]. The catalyst class is: 11. (3) Reactant: [NH2:1][C@H:2]([C:18]([N:20]([O:22][CH3:23])[CH3:21])=[O:19])[CH2:3][C:4]1[CH:9]=[CH:8][C:7]([NH:10][C:11](=[O:17])[O:12][C:13]([CH3:16])([CH3:15])[CH3:14])=[CH:6][CH:5]=1.CCN(CC)CC.[C:31](Cl)([C:44]1[CH:49]=[CH:48][CH:47]=[CH:46][CH:45]=1)([C:38]1[CH:43]=[CH:42][CH:41]=[CH:40][CH:39]=1)[C:32]1[CH:37]=[CH:36][CH:35]=[CH:34][CH:33]=1.CCOC(C)=O. Product: [CH3:23][O:22][N:20]([CH3:21])[C:18](=[O:19])[C@@H:2]([NH:1][C:31]([C:32]1[CH:37]=[CH:36][CH:35]=[CH:34][CH:33]=1)([C:44]1[CH:45]=[CH:46][CH:47]=[CH:48][CH:49]=1)[C:38]1[CH:39]=[CH:40][CH:41]=[CH:42][CH:43]=1)[CH2:3][C:4]1[CH:9]=[CH:8][C:7]([NH:10][C:11](=[O:17])[O:12][C:13]([CH3:14])([CH3:15])[CH3:16])=[CH:6][CH:5]=1. The catalyst class is: 2. (4) Reactant: [Br:1][C:2]1[CH:3]=[N:4][C:5]([N:8]2[CH2:13][CH2:12][NH:11][CH2:10][CH2:9]2)=[N:6][CH:7]=1.C(N(CC)CC)C.[CH3:21][S:22](Cl)(=[O:24])=[O:23]. Product: [Br:1][C:2]1[CH:3]=[N:4][C:5]([N:8]2[CH2:9][CH2:10][N:11]([S:22]([CH3:21])(=[O:24])=[O:23])[CH2:12][CH2:13]2)=[N:6][CH:7]=1. The catalyst class is: 4. (5) Reactant: [F:1][C:2]1[CH:7]=[CH:6][C:5]([C:8]([C:10]2[CH:15]=[CH:14][C:13]([N+:16]([O-:18])=[O:17])=[CH:12][CH:11]=2)=O)=[CH:4][CH:3]=1.FC(F)(F)S(O)(=O)=O.C([SiH](CC)CC)C.C(=O)(O)[O-].[Na+]. Product: [F:1][C:2]1[CH:3]=[CH:4][C:5]([CH2:8][C:10]2[CH:15]=[CH:14][C:13]([N+:16]([O-:18])=[O:17])=[CH:12][CH:11]=2)=[CH:6][CH:7]=1. The catalyst class is: 4. (6) Reactant: C([O:4][C@H:5]1[CH2:10][CH2:9][C@@:8]([C@H:12]2[CH2:20][CH2:19][C@@:18]3([CH3:21])[C@@H:14]([CH2:15][CH2:16][C:17]3=[CH2:22])[C@@H:13]2[CH2:23][N:24]2[C:28]3[CH:29]=[CH:30][CH:31]=[CH:32][C:27]=3[N:26]=[CH:25]2)([CH3:11])[C@@H:7]([CH2:33][O:34]C(=O)C)[CH2:6]1)(=O)C.C(=O)([O-])[O-].[K+].[K+]. Product: [N:24]1([CH2:23][C@@H:13]2[C@@H:12]([C@@:8]3([CH3:11])[CH2:9][CH2:10][C@H:5]([OH:4])[CH2:6][C@@H:7]3[CH2:33][OH:34])[CH2:20][CH2:19][C@@:18]3([CH3:21])[C@H:14]2[CH2:15][CH2:16][C:17]3=[CH2:22])[C:28]2[CH:29]=[CH:30][CH:31]=[CH:32][C:27]=2[N:26]=[CH:25]1. The catalyst class is: 5.